From a dataset of Forward reaction prediction with 1.9M reactions from USPTO patents (1976-2016). Predict the product of the given reaction. Given the reactants Br[C:2]1[C:3]([NH:11][C:12](=[O:18])[O:13][C:14]([CH3:17])([CH3:16])[CH3:15])=[N:4][N:5]2[CH:10]=[CH:9][CH:8]=[N:7][C:6]=12.[F:19][C:20]([F:32])([F:31])[O:21][C:22]1[CH:27]=[CH:26][C:25](B(O)O)=[CH:24][CH:23]=1, predict the reaction product. The product is: [F:19][C:20]([F:31])([F:32])[O:21][C:22]1[CH:27]=[CH:26][C:25]([C:2]2[C:3]([NH:11][C:12](=[O:18])[O:13][C:14]([CH3:17])([CH3:16])[CH3:15])=[N:4][N:5]3[CH:10]=[CH:9][CH:8]=[N:7][C:6]=23)=[CH:24][CH:23]=1.